This data is from Full USPTO retrosynthesis dataset with 1.9M reactions from patents (1976-2016). The task is: Predict the reactants needed to synthesize the given product. (1) Given the product [N+:18]([C:15]1[CH:16]=[CH:17][N:13]([CH2:12][C:9]2[O:8][C:7]([CH2:5][OH:4])=[CH:11][CH:10]=2)[N:14]=1)([O-:20])=[O:19], predict the reactants needed to synthesize it. The reactants are: N#N.C[O:4][C:5]([C:7]1[O:8][C:9]([CH2:12][N:13]2[CH:17]=[CH:16][C:15]([N+:18]([O-:20])=[O:19])=[N:14]2)=[CH:10][CH:11]=1)=O.CC(C[AlH]CC(C)C)C.[C@H](O)(C([O-])=O)[C@@H](O)C([O-])=O.[Na+].[K+]. (2) Given the product [C:3]([O:7][C:8]([NH:10][C:11]1[S:12][CH:13]=[CH:14][C:15]=1[C:16]([OH:18])=[O:17])=[O:9])([CH3:6])([CH3:4])[CH3:5], predict the reactants needed to synthesize it. The reactants are: [OH-].[Li+].[C:3]([O:7][C:8]([NH:10][C:11]1[S:12][CH:13]=[CH:14][C:15]=1[C:16]([O:18]C)=[O:17])=[O:9])([CH3:6])([CH3:5])[CH3:4]. (3) Given the product [F:2][C:3]1([C:20]2[CH:25]=[CH:24][CH:23]=[CH:22][C:21]=2[C:26]([F:27])([F:28])[F:29])[CH2:8][CH2:7][N:6]([C:9]([C:11]2[C:15]3[CH2:16][N:17]([C:39](=[O:41])[CH3:40])[CH2:18][CH2:19][C:14]=3[NH:13][N:12]=2)=[O:10])[CH2:5][CH2:4]1, predict the reactants needed to synthesize it. The reactants are: Cl.[F:2][C:3]1([C:20]2[CH:25]=[CH:24][CH:23]=[CH:22][C:21]=2[C:26]([F:29])([F:28])[F:27])[CH2:8][CH2:7][N:6]([C:9]([C:11]2[C:15]3[CH2:16][NH:17][CH2:18][CH2:19][C:14]=3[NH:13][N:12]=2)=[O:10])[CH2:5][CH2:4]1.CCN(C(C)C)C(C)C.[C:39](Cl)(=[O:41])[CH3:40].